This data is from Reaction yield outcomes from USPTO patents with 853,638 reactions. The task is: Predict the reaction yield, written as a fraction of the theoretical maximum amount of product (1.0 means a 100% yield; for example, 0.34 means a 34% yield). (1) The reactants are [OH:1][C:2]1[CH:7]=[CH:6][C:5]([C:8](=[C:20]2[CH2:25][C:24]([CH3:27])([CH3:26])[CH2:23][C:22]([CH3:29])([CH3:28])[CH2:21]2)[C:9]2[CH:14]=[CH:13][C:12](/[CH:15]=[CH:16]/[C:17](O)=[O:18])=[CH:11][CH:10]=2)=[CH:4][CH:3]=1.C(Cl)(=O)C(Cl)=O.[NH3:36]. The catalyst is C(Cl)Cl.CN(C=O)C. The product is [OH:1][C:2]1[CH:7]=[CH:6][C:5]([C:8](=[C:20]2[CH2:25][C:24]([CH3:27])([CH3:26])[CH2:23][C:22]([CH3:29])([CH3:28])[CH2:21]2)[C:9]2[CH:14]=[CH:13][C:12](/[CH:15]=[CH:16]/[C:17]([NH2:36])=[O:18])=[CH:11][CH:10]=2)=[CH:4][CH:3]=1. The yield is 0.150. (2) The reactants are [NH2:1][CH:2]1[CH2:7][CH2:6][N:5]([C:8]([O:10][C:11]([CH3:14])([CH3:13])[CH3:12])=[O:9])[CH2:4][CH2:3]1.CCN(CC)CC.[Cl:22][CH2:23][C:24](Cl)=[O:25]. The catalyst is ClCCl. The product is [Cl:22][CH2:23][C:24]([NH:1][CH:2]1[CH2:3][CH2:4][N:5]([C:8]([O:10][C:11]([CH3:14])([CH3:13])[CH3:12])=[O:9])[CH2:6][CH2:7]1)=[O:25]. The yield is 0.578. (3) The reactants are Br[CH2:2][CH2:3][O:4][C:5]1[CH:6]=[C:7]([C:23]([NH:25][CH2:26][C:27]2[CH:32]=[CH:31][C:30]([S:33]([CH:36]([CH3:38])[CH3:37])(=[O:35])=[O:34])=[CH:29][CH:28]=2)=[O:24])[C:8](=[O:22])[N:9]([C:12]2[CH:17]=[CH:16][CH:15]=[C:14]([C:18]([F:21])([F:20])[F:19])[CH:13]=2)[C:10]=1[CH3:11].[NH:39]1[CH2:44][CH2:43][O:42][CH2:41][CH2:40]1. No catalyst specified. The product is [CH:36]([S:33]([C:30]1[CH:31]=[CH:32][C:27]([CH2:26][NH:25][C:23]([C:7]2[C:8](=[O:22])[N:9]([C:12]3[CH:17]=[CH:16][CH:15]=[C:14]([C:18]([F:21])([F:20])[F:19])[CH:13]=3)[C:10]([CH3:11])=[C:5]([O:4][CH2:3][CH2:2][N:39]3[CH2:44][CH2:43][O:42][CH2:41][CH2:40]3)[CH:6]=2)=[O:24])=[CH:28][CH:29]=1)(=[O:35])=[O:34])([CH3:38])[CH3:37]. The yield is 0.130. (4) The reactants are CO[C:3](=[O:39])[C:4]1[CH:9]=[C:8]([C:10]2[CH:11]=[C:12]3[C:18]([C:19]4[CH:24]=[CH:23][CH:22]=[CH:21][C:20]=4[O:25][CH3:26])=[CH:17][N:16](S(C4C=CC(C)=CC=4)(=O)=O)[C:13]3=[N:14][CH:15]=2)[CH:7]=[C:6]([F:37])[C:5]=1[OH:38].[CH3:40][NH:41][CH3:42]. The catalyst is C1COCC1. The product is [F:37][C:6]1[C:5]([OH:38])=[C:4]([CH:9]=[C:8]([C:10]2[CH:11]=[C:12]3[C:18]([C:19]4[CH:24]=[CH:23][CH:22]=[CH:21][C:20]=4[O:25][CH3:26])=[CH:17][NH:16][C:13]3=[N:14][CH:15]=2)[CH:7]=1)[C:3]([N:41]([CH3:42])[CH3:40])=[O:39]. The yield is 0.370.